Dataset: Rat liver microsome stability data. Task: Regression/Classification. Given a drug SMILES string, predict its absorption, distribution, metabolism, or excretion properties. Task type varies by dataset: regression for continuous measurements (e.g., permeability, clearance, half-life) or binary classification for categorical outcomes (e.g., BBB penetration, CYP inhibition). Dataset: rlm. The drug is CC(C)n1c(=O)c(C(=O)N[C@H]2C[C@H]3CC[C@@H](C2)N3CC(O)CNC(N)=O)cc2ccccc21. The result is 0 (unstable in rat liver microsomes).